From a dataset of Forward reaction prediction with 1.9M reactions from USPTO patents (1976-2016). Predict the product of the given reaction. Given the reactants [CH3:1][CH:2]([CH3:7])[CH2:3][C:4](=[S:6])[NH2:5].Br[CH2:9][C:10](=O)[C:11]([O:13][CH2:14][CH3:15])=[O:12], predict the reaction product. The product is: [CH2:3]([C:4]1[S:6][CH:9]=[C:10]([C:11]([O:13][CH2:14][CH3:15])=[O:12])[N:5]=1)[CH:2]([CH3:7])[CH3:1].